This data is from Forward reaction prediction with 1.9M reactions from USPTO patents (1976-2016). The task is: Predict the product of the given reaction. Given the reactants [CH2:1]([C:8]1[CH:9]=[C:10]([C:21](=[O:23])[CH3:22])[CH:11]=[C:12]([C:14]2[CH:19]=[N:18][CH:17]=[C:16](Br)[N:15]=2)[CH:13]=1)[C:2]1[CH:7]=[CH:6][CH:5]=[CH:4][CH:3]=1.[NH2:24][CH2:25][CH2:26][N:27]1[CH2:32][CH2:31][O:30][CH2:29][CH2:28]1.CCN(CC)CC.O, predict the reaction product. The product is: [CH2:1]([C:8]1[CH:9]=[C:10]([C:21](=[O:23])[CH3:22])[CH:11]=[C:12]([C:14]2[CH:19]=[N:18][CH:17]=[C:16]([NH:24][CH2:25][CH2:26][N:27]3[CH2:32][CH2:31][O:30][CH2:29][CH2:28]3)[N:15]=2)[CH:13]=1)[C:2]1[CH:7]=[CH:6][CH:5]=[CH:4][CH:3]=1.